From a dataset of Blood-brain barrier permeability classification from the B3DB database. Regression/Classification. Given a drug SMILES string, predict its absorption, distribution, metabolism, or excretion properties. Task type varies by dataset: regression for continuous measurements (e.g., permeability, clearance, half-life) or binary classification for categorical outcomes (e.g., BBB penetration, CYP inhibition). Dataset: b3db_classification. (1) The drug is Nc1ccc(S(=O)(=O)Nc2ccnn2-c2ccccc2)cc1. The result is 0 (does not penetrate BBB). (2) The molecule is C[C@H]1[C@H]2C(=O)c3ccc(O)cc3[C@]1(C)CCN2CC1CC1. The result is 1 (penetrates BBB). (3) The drug is CN(C)CCN1C(=O)C[C@H](c2ccccc2)Sc2ccccc21. The result is 1 (penetrates BBB). (4) The drug is CO[C@H]1O[C@H]2O[C@@]3(CN4CCCCC4)[C@H](O)C[C@H](C2C)[C@@H]13. The result is 1 (penetrates BBB). (5) The drug is Cc1cc(=O)c(C(=O)N[C@@H](C(=O)N[C@@H]2C(=O)N3C(C(=O)O)=C(CSc4nnnn4C)CS[C@H]23)c2ccc(O)cc2)c[nH]1. The result is 0 (does not penetrate BBB). (6) The molecule is CC(=O)Nc1ccc(OCC(O)CNC(C)C)cc1. The result is 0 (does not penetrate BBB). (7) The compound is O=C(CCCN1CCN(c2cc3ccccc3cn2)CC1)c1ccc(F)cc1. The result is 1 (penetrates BBB). (8) The molecule is CCOC1c2ccccc2C(=O)N(C)c2ccccc21. The result is 1 (penetrates BBB).